Dataset: Peptide-MHC class II binding affinity with 134,281 pairs from IEDB. Task: Regression. Given a peptide amino acid sequence and an MHC pseudo amino acid sequence, predict their binding affinity value. This is MHC class II binding data. The peptide sequence is KSAFQSSVASGFIGF. The MHC is DRB1_1101 with pseudo-sequence DRB1_1101. The binding affinity (normalized) is 0.481.